This data is from Catalyst prediction with 721,799 reactions and 888 catalyst types from USPTO. The task is: Predict which catalyst facilitates the given reaction. (1) Reactant: [CH3:1][N:2]([CH3:10])/[CH:3]=[CH:4]/[C:5]([O:7][CH2:8][CH3:9])=[O:6].C(N(CC)CC)C.[F:18][C:19]1[C:20]([C:25](Cl)=[O:26])=[N:21][CH:22]=[CH:23][CH:24]=1. Product: [CH3:1][N:2]([CH3:10])/[CH:3]=[C:4](/[C:25](=[O:26])[C:20]1[C:19]([F:18])=[CH:24][CH:23]=[CH:22][N:21]=1)\[C:5]([O:7][CH2:8][CH3:9])=[O:6]. The catalyst class is: 133. (2) Reactant: C1(P(C2C=CC=CC=2)C2C=CC=CC=2)C=CC=CC=1.N(C(OCC)=O)=NC(OCC)=O.[OH:32][C:33]1[CH:34]=[C:35]([CH:40]=[CH:41][C:42]=1[N+:43]([O-:45])=[O:44])[C:36]([O:38][CH3:39])=[O:37].[CH3:46][C:47](=[CH2:50])[CH2:48]O.Cl. Product: [CH3:48][C:47](=[CH2:46])[CH2:50][O:32][C:33]1[CH:34]=[C:35]([CH:40]=[CH:41][C:42]=1[N+:43]([O-:45])=[O:44])[C:36]([O:38][CH3:39])=[O:37]. The catalyst class is: 30. (3) Reactant: [Si]([O:8][C:9]1[CH:17]=[CH:16][C:15]([NH:18][S:19]([C:22]2[CH:27]=[CH:26][CH:25]=[C:24]([Cl:28])[CH:23]=2)(=[O:21])=[O:20])=[C:14]2[C:10]=1[C:11]([Cl:29])=[CH:12][NH:13]2)(C(C)(C)C)(C)C.F.C(#N)C. The catalyst class is: 6. Product: [Cl:28][C:24]1[CH:23]=[C:22]([S:19]([NH:18][C:15]2[CH:16]=[CH:17][C:9]([OH:8])=[C:10]3[C:14]=2[NH:13][CH:12]=[C:11]3[Cl:29])(=[O:21])=[O:20])[CH:27]=[CH:26][CH:25]=1. (4) Product: [CH:12]1([C:15]2[C:16]([N:35]([C:6]3[CH:5]=[CH:4][C:3]([N+:9]([O-:11])=[O:10])=[C:2]([F:1])[CH:7]=3)[S:36]([CH3:39])(=[O:38])=[O:37])=[CH:17][C:18]3[O:22][C:21]([C:23]4[CH:28]=[CH:27][C:26]([F:29])=[CH:25][CH:24]=4)=[C:20]([C:30]([NH:32][CH3:33])=[O:31])[C:19]=3[CH:34]=2)[CH2:14][CH2:13]1. Reactant: [F:1][C:2]1[CH:7]=[C:6](F)[CH:5]=[CH:4][C:3]=1[N+:9]([O-:11])=[O:10].[CH:12]1([C:15]2[C:16]([NH:35][S:36]([CH3:39])(=[O:38])=[O:37])=[CH:17][C:18]3[O:22][C:21]([C:23]4[CH:28]=[CH:27][C:26]([F:29])=[CH:25][CH:24]=4)=[C:20]([C:30]([NH:32][CH3:33])=[O:31])[C:19]=3[CH:34]=2)[CH2:14][CH2:13]1.C(=O)([O-])[O-].[K+].[K+]. The catalyst class is: 762. (5) Reactant: [NH2:1][C:2]1[S:3][CH:4]=[C:5]([C:7]2[C:8](=[O:18])[O:9][C:10]3[C:15]([CH:16]=2)=[CH:14][CH:13]=[CH:12][C:11]=3[Cl:17])[N:6]=1.Cl.Br[C:21]1[CH:26]=[CH:25][N:24]=[CH:23][C:22]=1[O:27][CH3:28].C([O-])([O-])=O.[Cs+].[Cs+]. Product: [Cl:17][C:11]1[CH:12]=[CH:13][CH:14]=[C:15]2[C:10]=1[O:9][C:8](=[O:18])[C:7]([C:5]1[N:6]=[C:2]([NH:1][C:21]3[CH:26]=[CH:25][N:24]=[CH:23][C:22]=3[O:27][CH3:28])[S:3][CH:4]=1)=[CH:16]2. The catalyst class is: 102. (6) Reactant: [Si:1]([O:8][C:9]1[CH:10]=[CH:11][CH:12]=[C:13]2[C:18]=1[N:17]=[C:16]([CH:19]=O)[CH:15]=[CH:14]2)([C:4]([CH3:7])([CH3:6])[CH3:5])([CH3:3])[CH3:2].[I:21][C:22]1[CH:27]=[CH:26][NH:25]/[C:24](=[N:28]\[NH2:29])/[CH:23]=1. Product: [Si:1]([O:8][C:9]1[CH:10]=[CH:11][CH:12]=[C:13]2[C:18]=1[N:17]=[C:16](/[CH:19]=[N:29]/[N:28]=[C:24]1\[NH:25][CH:26]=[CH:27][C:22]([I:21])=[CH:23]\1)[CH:15]=[CH:14]2)([C:4]([CH3:7])([CH3:6])[CH3:5])([CH3:3])[CH3:2]. The catalyst class is: 2.